The task is: Predict the reaction yield, written as a fraction of the theoretical maximum amount of product (1.0 means a 100% yield; for example, 0.34 means a 34% yield).. This data is from Reaction yield outcomes from USPTO patents with 853,638 reactions. The reactants are [Br:1][C:2]1[CH:3]=[CH:4][C:5]([N:8]2[CH:12]=[C:11]([CH2:13][CH2:14][CH2:15][O:16]COC)[C:10]([CH:20]([CH3:22])[CH3:21])=[N:9]2)=[N:6][CH:7]=1.Cl. The catalyst is CO. The product is [Br:1][C:2]1[CH:3]=[CH:4][C:5]([N:8]2[CH:12]=[C:11]([CH2:13][CH2:14][CH2:15][OH:16])[C:10]([CH:20]([CH3:22])[CH3:21])=[N:9]2)=[N:6][CH:7]=1. The yield is 0.920.